This data is from Full USPTO retrosynthesis dataset with 1.9M reactions from patents (1976-2016). The task is: Predict the reactants needed to synthesize the given product. The reactants are: [Cl:1][S:2]([C:5]1[CH:13]=[CH:12][C:8]([C:9](Cl)=[O:10])=[CH:7][CH:6]=1)(=[O:4])=[O:3].[CH2:14]1[NH:19][CH2:18][CH2:17][N:16]2[CH2:20][CH2:21][CH2:22][C@H:15]12.C(=O)([O-])[O-].[Na+].[Na+]. Given the product [CH2:14]1[N:19]([C:9]([C:8]2[CH:12]=[CH:13][C:5]([S:2]([Cl:1])(=[O:4])=[O:3])=[CH:6][CH:7]=2)=[O:10])[CH2:18][CH2:17][N:16]2[CH2:20][CH2:21][CH2:22][C@H:15]12, predict the reactants needed to synthesize it.